From a dataset of Reaction yield outcomes from USPTO patents with 853,638 reactions. Predict the reaction yield, written as a fraction of the theoretical maximum amount of product (1.0 means a 100% yield; for example, 0.34 means a 34% yield). The product is [CH2:1]([O:8][C:9]1[CH:17]=[CH:16][C:15]2[N:14]3[CH2:18][CH2:19][C:20](=[O:21])[C:13]3=[CH:12][C:11]=2[CH:10]=1)[C:2]1[CH:3]=[CH:4][CH:5]=[CH:6][CH:7]=1. The yield is 0.810. The catalyst is CC(O)=O.O. The reactants are [CH2:1]([O:8][C:9]1[CH:17]=[CH:16][C:15]2[N:14]3[CH2:18][C:19](C(OCC)=O)=[C:20]([O-:21])[C:13]3=[CH:12][C:11]=2[CH:10]=1)[C:2]1[CH:7]=[CH:6][CH:5]=[CH:4][CH:3]=1.[K+].